Predict the reaction yield, written as a fraction of the theoretical maximum amount of product (1.0 means a 100% yield; for example, 0.34 means a 34% yield). From a dataset of Reaction yield outcomes from USPTO patents with 853,638 reactions. The reactants are Br[C:2]1[N:3]([C:29]2[CH:34]=[CH:33][CH:32]=[CH:31][CH:30]=2)[C:4]2[N:5]=[C:6]([C:19]3[CH:24]=[CH:23][C:22]([C:25]([F:28])([F:27])[F:26])=[CH:21][CH:20]=3)[N:7]([C:12]3[CH:17]=[CH:16][C:15]([Cl:18])=[CH:14][CH:13]=3)[C:8](=[O:11])[C:9]=2[N:10]=1.[C-:35]#[N:36].[K+].C1OCCOCCOCCOCCOCCOC1. The catalyst is C(#N)C. The product is [Cl:18][C:15]1[CH:16]=[CH:17][C:12]([N:7]2[C:8](=[O:11])[C:9]3[N:10]=[C:2]([C:35]#[N:36])[N:3]([C:29]4[CH:34]=[CH:33][CH:32]=[CH:31][CH:30]=4)[C:4]=3[N:5]=[C:6]2[C:19]2[CH:24]=[CH:23][C:22]([C:25]([F:26])([F:27])[F:28])=[CH:21][CH:20]=2)=[CH:13][CH:14]=1. The yield is 0.690.